Dataset: Full USPTO retrosynthesis dataset with 1.9M reactions from patents (1976-2016). Task: Predict the reactants needed to synthesize the given product. (1) Given the product [CH2:1]([O:8][C:9]([N:11]1[CH2:16][CH:15]=[C:14]([C:43]2[C:52]3[C:47](=[CH:48][CH:49]=[CH:50][CH:51]=3)[N:46]=[CH:45][N:44]=2)[CH2:13][CH2:12]1)=[O:10])[C:2]1[CH:7]=[CH:6][CH:5]=[CH:4][CH:3]=1, predict the reactants needed to synthesize it. The reactants are: [CH2:1]([O:8][C:9]([N:11]1[CH2:16][CH:15]=[C:14](OS(C(F)(F)F)(=O)=O)[CH2:13][CH2:12]1)=[O:10])[C:2]1[CH:7]=[CH:6][CH:5]=[CH:4][CH:3]=1.C(OC(N1CCC(=O)CC1)=O)C1C=CC=CC=1.Cl[C:43]1[C:52]2[C:47](=[CH:48][CH:49]=[CH:50][CH:51]=2)[N:46]=[CH:45][N:44]=1.[Cl-].[Li+]. (2) Given the product [Cl:13][C:10]1[C:9]2[C:4](=[CH:5][C:6]([F:15])=[CH:7][C:8]=2[F:14])[N:3]=[C:2]([C:22]([C:16]2[CH:21]=[CH:20][CH:19]=[CH:18][CH:17]=2)=[CH2:23])[C:11]=1[CH3:12], predict the reactants needed to synthesize it. The reactants are: Cl[C:2]1[C:11]([CH3:12])=[C:10]([Cl:13])[C:9]2[C:4](=[CH:5][C:6]([F:15])=[CH:7][C:8]=2[F:14])[N:3]=1.[C:16]1([C:22](B2OC(C)(C)C(C)(C)O2)=[CH2:23])[CH:21]=[CH:20][CH:19]=[CH:18][CH:17]=1.C(=O)([O-])[O-].[K+].[K+].CN(C=O)C.